This data is from Retrosynthesis with 50K atom-mapped reactions and 10 reaction types from USPTO. The task is: Predict the reactants needed to synthesize the given product. (1) Given the product COc1cccc2sc(NC(=O)c3ccc(C)s3)nc12, predict the reactants needed to synthesize it. The reactants are: COc1cccc2sc(N)nc12.Cc1ccc(C(=O)O)s1. (2) Given the product CC(C)(C)OC(=O)N1Cc2ccccc2Oc2ccc(Cl)cc21, predict the reactants needed to synthesize it. The reactants are: CC(C)(C)OC(=O)OC(=O)OC(C)(C)C.Clc1ccc2c(c1)NCc1ccccc1O2. (3) Given the product O=C(O)C(Cc1cccc(C(F)(F)F)c1)c1ccc(C(F)(F)F)cc1, predict the reactants needed to synthesize it. The reactants are: O=C(O)/C(=C\c1cccc(C(F)(F)F)c1)c1ccc(C(F)(F)F)cc1.